This data is from Forward reaction prediction with 1.9M reactions from USPTO patents (1976-2016). The task is: Predict the product of the given reaction. (1) Given the reactants [C:1]1([OH:11])[C:10]2[CH2:9][CH2:8][CH2:7][CH2:6][C:5]=2[CH:4]=[CH:3][CH:2]=1.[CH2:12](Br)[C:13]#[CH:14].C(=O)([O-])[O-].[K+].[K+], predict the reaction product. The product is: [CH2:14]([O:11][C:1]1[CH:2]=[CH:3][CH:4]=[C:5]2[C:10]=1[CH2:9][CH2:8][CH2:7][CH2:6]2)[C:13]#[CH:12]. (2) Given the reactants [O:1]1CCO[CH:2]1[C:6]1[CH:11]=[CH:10][C:9]([NH:12][C:13]([CH2:15][CH2:16][CH2:17][CH2:18][N:19]([CH3:46])[C:20]([CH2:22][CH2:23][N:24]2[CH2:29][CH2:28][CH:27]([O:30][C:31](=[O:45])[NH:32][C:33]3[CH:38]=[CH:37][CH:36]=[CH:35][C:34]=3[C:39]3[CH:44]=[CH:43][CH:42]=[CH:41][CH:40]=3)[CH2:26][CH2:25]2)=[O:21])=[O:14])=[CH:8][CH:7]=1, predict the reaction product. The product is: [CH:2]([C:6]1[CH:11]=[CH:10][C:9]([NH:12][C:13]([CH2:15][CH2:16][CH2:17][CH2:18][N:19]([CH3:46])[C:20]([CH2:22][CH2:23][N:24]2[CH2:25][CH2:26][CH:27]([O:30][C:31](=[O:45])[NH:32][C:33]3[CH:38]=[CH:37][CH:36]=[CH:35][C:34]=3[C:39]3[CH:44]=[CH:43][CH:42]=[CH:41][CH:40]=3)[CH2:28][CH2:29]2)=[O:21])=[O:14])=[CH:8][CH:7]=1)=[O:1]. (3) Given the reactants N1(CO)C2C=CC=C[C:4]=2N=N1.C(O[BH-](OC(=O)C)OC(=O)C)(=O)C.[Na+].Cl.[CH3:27][N:28]1[CH:36]=[N:35][C:34]2[C:29]1=[N:30][C:31]([C:56]#[N:57])=[N:32][C:33]=2[C:37]1[CH:38]=[N:39][C:40]([O:47][CH2:48][CH2:49][CH:50]2[CH2:55][CH2:54][NH:53][CH2:52][CH2:51]2)=[C:41]([C:43]([F:46])([F:45])[F:44])[CH:42]=1.C([O-])(O)=O.[Na+], predict the reaction product. The product is: [CH3:27][N:28]1[CH:36]=[N:35][C:34]2[C:29]1=[N:30][C:31]([C:56]#[N:57])=[N:32][C:33]=2[C:37]1[CH:38]=[N:39][C:40]([O:47][CH2:48][CH2:49][CH:50]2[CH2:55][CH2:54][N:53]([CH3:4])[CH2:52][CH2:51]2)=[C:41]([C:43]([F:46])([F:44])[F:45])[CH:42]=1. (4) Given the reactants [Br:1][C:2]1[CH:3]=[C:4]([SH:8])[CH:5]=[CH:6][CH:7]=1.[CH2:9](Br)[C:10]1[CH:15]=[CH:14][CH:13]=[CH:12][CH:11]=1, predict the reaction product. The product is: [CH2:9]([S:8][C:4]1[CH:5]=[CH:6][CH:7]=[C:2]([Br:1])[CH:3]=1)[C:10]1[CH:15]=[CH:14][CH:13]=[CH:12][CH:11]=1. (5) Given the reactants [C:1]([C:4]1[CH:14]=[CH:13][C:7]2[O:8][C:9]([CH2:11][CH3:12])=[CH:10][C:6]=2[CH:5]=1)([OH:3])=[O:2].S(=O)(=O)(O)O.[CH3:20]O, predict the reaction product. The product is: [CH2:11]([C:9]1[O:8][C:7]2[CH:13]=[CH:14][C:4]([C:1]([O:3][CH3:20])=[O:2])=[CH:5][C:6]=2[CH:10]=1)[CH3:12]. (6) Given the reactants [CH2:1]([N:8]1[C:16]2[C:11](=[CH:12][CH:13]=[CH:14][CH:15]=2)[C:10]([C:17]([N:19]2[CH2:24][CH2:23][CH:22]([N:25]3[C:29]4[CH:30]=[CH:31][CH:32]=[CH:33][C:28]=4[N:27]=[C:26]3Cl)[CH2:21][CH2:20]2)=[O:18])=[C:9]1[CH3:35])[C:2]1[CH:7]=[CH:6][CH:5]=[CH:4][CH:3]=1.[CH3:36][N:37]1[CH2:42][CH2:41][NH:40][CH2:39][CH2:38]1, predict the reaction product. The product is: [CH2:1]([N:8]1[C:16]2[C:11](=[CH:12][CH:13]=[CH:14][CH:15]=2)[C:10]([C:17]([N:19]2[CH2:24][CH2:23][CH:22]([N:25]3[C:29]4[CH:30]=[CH:31][CH:32]=[CH:33][C:28]=4[N:27]=[C:26]3[N:40]3[CH2:41][CH2:42][N:37]([CH3:36])[CH2:38][CH2:39]3)[CH2:21][CH2:20]2)=[O:18])=[C:9]1[CH3:35])[C:2]1[CH:7]=[CH:6][CH:5]=[CH:4][CH:3]=1. (7) Given the reactants [N:1]1([C:7]([O:9][C:10]([CH3:13])([CH3:12])[CH3:11])=[O:8])[CH2:6][CH2:5][NH:4][CH2:3][CH2:2]1.F[C:15]1[CH:25]=[CH:24][C:18]([C:19]([O:21][CH2:22][CH3:23])=[O:20])=[CH:17][CH:16]=1.C([O-])([O-])=O.[K+].[K+], predict the reaction product. The product is: [C:10]([O:9][C:7]([N:1]1[CH2:6][CH2:5][N:4]([C:15]2[CH:25]=[CH:24][C:18]([C:19]([O:21][CH2:22][CH3:23])=[O:20])=[CH:17][CH:16]=2)[CH2:3][CH2:2]1)=[O:8])([CH3:13])([CH3:12])[CH3:11].